From a dataset of Forward reaction prediction with 1.9M reactions from USPTO patents (1976-2016). Predict the product of the given reaction. Given the reactants [I:1][C:2]1[CH:7]=[CH:6][C:5]([OH:8])=[C:4]([CH3:9])[CH:3]=1.[H-].[Na+].Br[CH2:13][CH2:14][OH:15].CN(C=O)C, predict the reaction product. The product is: [I:1][C:2]1[CH:7]=[CH:6][C:5]([O:8][CH2:13][CH2:14][OH:15])=[C:4]([CH3:9])[CH:3]=1.